Dataset: Peptide-MHC class I binding affinity with 185,985 pairs from IEDB/IMGT. Task: Regression. Given a peptide amino acid sequence and an MHC pseudo amino acid sequence, predict their binding affinity value. This is MHC class I binding data. (1) The peptide sequence is ELRSLYNTV. The MHC is HLA-A03:01 with pseudo-sequence HLA-A03:01. The binding affinity (normalized) is 0. (2) The peptide sequence is GYSVLHLAII. The MHC is H-2-Kd with pseudo-sequence H-2-Kd. The binding affinity (normalized) is 0.216. (3) The peptide sequence is EFIYWDWLY. The binding affinity (normalized) is 0.697. The MHC is HLA-A26:01 with pseudo-sequence HLA-A26:01. (4) The binding affinity (normalized) is 0.478. The peptide sequence is SEPVLKGVKL. The MHC is HLA-B40:02 with pseudo-sequence HLA-B40:02. (5) The peptide sequence is FLVIAINAM. The MHC is HLA-B15:03 with pseudo-sequence HLA-B15:03. The binding affinity (normalized) is 0.437.